The task is: Predict the product of the given reaction.. This data is from Forward reaction prediction with 1.9M reactions from USPTO patents (1976-2016). (1) Given the reactants [C:1]([NH:4][C:5]1[CH:10]=[CH:9][C:8]([S:11](Cl)(=[O:13])=[O:12])=[CH:7][CH:6]=1)(=[O:3])[CH3:2].[NH2:15][C:16]1[S:20][C:19]([C:21]([O:23][CH2:24][CH3:25])=[O:22])=[N:18][N:17]=1.Cl, predict the reaction product. The product is: [C:1]([NH:4][C:5]1[CH:10]=[CH:9][C:8]([S:11]([NH:15][C:16]2[S:20][C:19]([C:21]([O:23][CH2:24][CH3:25])=[O:22])=[N:18][N:17]=2)(=[O:13])=[O:12])=[CH:7][CH:6]=1)(=[O:3])[CH3:2]. (2) Given the reactants [Cl:1][C:2]1[CH:7]=[CH:6][CH:5]=[CH:4][C:3]=1[CH:8]([CH:10]1[CH2:15][CH2:14][O:13][CH2:12][CH2:11]1)O.O.C(#N)C.C(O)(C(F)(F)F)=O.C1(CC([N:38]2[C:46]3[CH:45]=[C:44]([C:47]([O:49][CH3:50])=[O:48])[CH:43]=[CH:42][C:41]=3[C:40]3[N:51]=[CH:52][C:53]([C:55]4[N:59]([CH3:60])[N:58]=[N:57][C:56]=4[CH3:61])=[CH:54][C:39]2=3)C2CCOCC2)CC1, predict the reaction product. The product is: [Cl:1][C:2]1[CH:7]=[CH:6][CH:5]=[CH:4][C:3]=1[CH:8]([CH:10]1[CH2:15][CH2:14][O:13][CH2:12][CH2:11]1)[N:38]1[C:46]2[CH:45]=[C:44]([C:47]([O:49][CH3:50])=[O:48])[CH:43]=[CH:42][C:41]=2[C:40]2[N:51]=[CH:52][C:53]([C:55]3[N:59]([CH3:60])[N:58]=[N:57][C:56]=3[CH3:61])=[CH:54][C:39]1=2. (3) Given the reactants [NH:1]1[CH2:6][CH2:5][CH:4]([NH:7][C:8](=[O:14])[O:9][C:10]([CH3:13])([CH3:12])[CH3:11])[CH2:3][CH2:2]1.N1C=CC=CC=1.[C:21](OC(=O)C)(=[O:23])[CH3:22], predict the reaction product. The product is: [C:21]([N:1]1[CH2:2][CH2:3][CH:4]([NH:7][C:8](=[O:14])[O:9][C:10]([CH3:11])([CH3:13])[CH3:12])[CH2:5][CH2:6]1)(=[O:23])[CH3:22]. (4) Given the reactants [OH:1][C:2]1[N:10]=[CH:9][CH:8]=[CH:7][C:3]=1[C:4]([OH:6])=[O:5].S(=O)(=O)(O)O.[C:16]1(C)C=CC=CC=1.C(=O)([O-])[O-].[K+].[K+], predict the reaction product. The product is: [CH3:16][O:5][C:4](=[O:6])[C:3]1[CH:7]=[CH:8][CH:9]=[N:10][C:2]=1[OH:1]. (5) Given the reactants CS(Cl)(=O)=O.O[CH2:7][CH2:8][C:9]1[CH:10]=[C:11]2[C:16](=[CH:17][CH:18]=1)[CH:15]=[C:14]([N:19]1[CH:24]=[CH:23][C:22]([CH3:25])=[CH:21][C:20]1=[O:26])[CH:13]=[CH:12]2.C(N(CC)CC)C.S([O-])(=O)(=O)C.[CH3:39][C@@H:40]1[CH2:44][CH2:43][CH2:42][NH:41]1.C(=O)([O-])[O-].[Cs+].[Cs+].Cl.O1CCOCC1, predict the reaction product. The product is: [CH3:25][C:22]1[CH:23]=[CH:24][N:19]([C:14]2[CH:13]=[CH:12][C:11]3[C:16](=[CH:17][CH:18]=[C:9]([CH2:8][CH2:7][N:41]4[CH2:42][CH2:43][CH2:44][C@H:40]4[CH3:39])[CH:10]=3)[CH:15]=2)[C:20](=[O:26])[CH:21]=1. (6) The product is: [CH2:1]([O:8][C:9]1[CH:14]=[CH:13][C:12]([C:15]2[CH:20]=[C:19]([CH:21]([CH3:23])[CH3:22])[CH:18]=[CH:17][C:16]=2[O:24][CH3:25])=[C:11]([CH2:26][Cl:30])[CH:10]=1)[C:2]1[CH:7]=[CH:6][CH:5]=[CH:4][CH:3]=1. Given the reactants [CH2:1]([O:8][C:9]1[CH:14]=[CH:13][C:12]([C:15]2[CH:20]=[C:19]([CH:21]([CH3:23])[CH3:22])[CH:18]=[CH:17][C:16]=2[O:24][CH3:25])=[C:11]([CH2:26]O)[CH:10]=1)[C:2]1[CH:7]=[CH:6][CH:5]=[CH:4][CH:3]=1.S(Cl)([Cl:30])=O, predict the reaction product.